Predict the reactants needed to synthesize the given product. From a dataset of Full USPTO retrosynthesis dataset with 1.9M reactions from patents (1976-2016). (1) Given the product [O:17]=[C:18]1[CH2:22][CH2:21][CH2:20][N:19]1[CH2:23][CH2:24][CH2:25][NH:26][C:27]([C:29]1[C:33]([CH3:34])=[C:32]([CH:35]=[C:9]2[C:8]3[C:12](=[CH:13][CH:14]=[CH:15][C:7]=3[CH:4]3[CH2:3][CH2:2][NH:1][CH2:6][CH2:5]3)[NH:11][C:10]2=[O:16])[NH:31][CH:30]=1)=[O:28], predict the reactants needed to synthesize it. The reactants are: [NH:1]1[CH2:6][CH2:5][CH:4]([C:7]2[CH:15]=[CH:14][CH:13]=[C:12]3[C:8]=2[CH2:9][C:10](=[O:16])[NH:11]3)[CH2:3][CH2:2]1.[O:17]=[C:18]1[CH2:22][CH2:21][CH2:20][N:19]1[CH2:23][CH2:24][CH2:25][NH:26][C:27]([C:29]1[C:33]([CH3:34])=[C:32]([CH:35]=O)[NH:31][CH:30]=1)=[O:28]. (2) Given the product [CH2:16]([O:1][C:2]1[CH:9]=[CH:8][C:5]([C:6]#[N:7])=[CH:4][CH:3]=1)[C:17]1[CH:22]=[CH:21][CH:20]=[CH:19][CH:18]=1, predict the reactants needed to synthesize it. The reactants are: [OH:1][C:2]1[CH:9]=[CH:8][C:5]([C:6]#[N:7])=[CH:4][CH:3]=1.C(=O)([O-])[O-].[K+].[K+].[CH2:16](Br)[C:17]1[CH:22]=[CH:21][CH:20]=[CH:19][CH:18]=1. (3) Given the product [Br:9][C:10]1[CH:15]=[C:14]([CH2:16][C:22]([O:21][C:18]([CH3:20])([CH3:19])[CH3:17])=[O:23])[CH:13]=[CH:12][N:11]=1, predict the reactants needed to synthesize it. The reactants are: [Li+].CC([N-]C(C)C)C.[Br:9][C:10]1[CH:15]=[C:14]([CH3:16])[CH:13]=[CH:12][N:11]=1.[CH3:17][C:18]([O:21][C:22](O[C:22]([O:21][C:18]([CH3:20])([CH3:19])[CH3:17])=[O:23])=[O:23])([CH3:20])[CH3:19].O. (4) Given the product [CH2:1]([O:3][C:4](=[O:19])[CH2:5][CH2:6][CH2:7][CH2:8][CH2:9][CH2:10][S:11]([C:12]1[CH:17]=[CH:16][C:15]([Cl:18])=[CH:14][CH:13]=1)=[O:21])[CH3:2], predict the reactants needed to synthesize it. The reactants are: [CH2:1]([O:3][C:4](=[O:19])[CH2:5][CH2:6][CH2:7][CH2:8][CH2:9][CH2:10][S:11][C:12]1[CH:17]=[CH:16][C:15]([Cl:18])=[CH:14][CH:13]=1)[CH3:2].I([O-])(=O)(=O)=[O:21].[Na+]. (5) Given the product [CH:1]([C:4]1[N:5]=[C:6]([C:9]([OH:11])=[O:10])[S:7][CH:8]=1)([CH3:3])[CH3:2], predict the reactants needed to synthesize it. The reactants are: [CH:1]([C:4]1[N:5]=[C:6]([C:9]([O:11]CC)=[O:10])[S:7][CH:8]=1)([CH3:3])[CH3:2].[OH-].[Li+]. (6) Given the product [CH3:3][O:4][C:5]1[CH:6]=[CH:7][CH:8]=[C:9]2[C:14]=1[N:13]=[C:12](/[CH:15]=[CH:23]/[C:24]([OH:20])=[O:17])[CH:11]=[CH:10]2, predict the reactants needed to synthesize it. The reactants are: [H-].[Na+].[CH3:3][O:4][C:5]1[CH:6]=[CH:7][CH:8]=[C:9]2[C:14]=1[N:13]=[C:12]([CH:15]=O)[CH:11]=[CH:10]2.[OH2:17].[OH-].[Li+].[O:20]1[CH2:24][CH2:23]CC1. (7) Given the product [OH:2][C:3]1[C:8]([C:3](=[O:2])[CH2:8][CH3:7])=[CH:7][CH:6]=[C:5]([O:9][CH3:10])[C:4]=1[NH:14][C:15](=[O:18])[CH2:16][CH3:17], predict the reactants needed to synthesize it. The reactants are: C[O:2][C:3]1[C:4]([NH:14][C:15](=[O:18])[CH2:16][CH3:17])=[C:5]([O:9][C:10](=O)CC)[CH:6]=[CH:7][CH:8]=1.Cl. (8) Given the product [CH2:31]([N:28]1[C:17]2=[N:18][C:19]([CH2:26][CH3:27])=[C:20]([CH2:21][OH:22])[C:15]([NH:14][CH:11]3[CH2:10][CH2:9][N:8]([C:6]([O:5][C:2]([CH3:1])([CH3:4])[CH3:3])=[O:7])[CH2:13][CH2:12]3)=[C:16]2[CH:30]=[N:29]1)[CH3:32], predict the reactants needed to synthesize it. The reactants are: [CH3:1][C:2]([O:5][C:6]([N:8]1[CH2:13][CH2:12][CH:11]([NH:14][C:15]2[C:20]([C:21](OCC)=[O:22])=[C:19]([CH2:26][CH3:27])[N:18]=[C:17]3[N:28]([CH2:31][CH3:32])[N:29]=[CH:30][C:16]=23)[CH2:10][CH2:9]1)=[O:7])([CH3:4])[CH3:3].[BH4-].[Li+].CO.O.